This data is from Forward reaction prediction with 1.9M reactions from USPTO patents (1976-2016). The task is: Predict the product of the given reaction. Given the reactants [CH2:1]([O:8][C:9]1[CH:10]=[C:11]2[C:16](=[CH:17][CH:18]=1)[N:15]=[CH:14][C:13]([N+:19]([O-])=O)=[C:12]2[NH:22][CH3:23])[C:2]1[CH:7]=[CH:6][CH:5]=[CH:4][CH:3]=1.C(OC1C=C2C(C(NCCOC3C=CC=CC=3)=C([N+]([O-])=O)C=N2)=CC=1)C1C=CC=CC=1, predict the reaction product. The product is: [CH2:1]([O:8][C:9]1[CH:10]=[C:11]2[C:16](=[CH:17][CH:18]=1)[N:15]=[CH:14][C:13]([NH2:19])=[C:12]2[NH:22][CH3:23])[C:2]1[CH:3]=[CH:4][CH:5]=[CH:6][CH:7]=1.